This data is from Reaction yield outcomes from USPTO patents with 853,638 reactions. The task is: Predict the reaction yield, written as a fraction of the theoretical maximum amount of product (1.0 means a 100% yield; for example, 0.34 means a 34% yield). (1) The reactants are Br[C:2]1[CH:3]=[N:4][C:5]2[C:10]([CH:11]=1)=[N:9][CH:8]=[C:7]([Br:12])[CH:6]=2.C([Sn](CCCC)(CCCC)[CH:18]=[CH:19][O:20][CH2:21][CH3:22])CCC.[Li+].[Cl-].[F-].[K+]. The catalyst is C1(C)C=CC=CC=1.C(Cl)Cl.Cl[Pd](Cl)([P](C1C=CC=CC=1)(C1C=CC=CC=1)C1C=CC=CC=1)[P](C1C=CC=CC=1)(C1C=CC=CC=1)C1C=CC=CC=1. The product is [Br:12][C:7]1[CH:8]=[N:9][C:10]2[C:5]([CH:6]=1)=[N:4][CH:3]=[C:2]([CH:18]=[CH:19][O:20][CH2:21][CH3:22])[CH:11]=2. The yield is 0.550. (2) The reactants are [C:1]([O:5][C:6]([CH:8]([CH2:16][C:17]([O:19][CH2:20][CH3:21])=[O:18])[C:9]([O:11][C:12]([CH3:15])([CH3:14])[CH3:13])=[O:10])=[O:7])([CH3:4])([CH3:3])[CH3:2].I[CH2:23][CH2:24][CH2:25][CH2:26][CH3:27].[H-].[Na+]. No catalyst specified. The product is [C:1]([O:5][C:6]([C:8]([CH2:23][CH2:24][CH2:25][CH2:26][CH3:27])([CH2:16][C:17]([O:19][CH2:20][CH3:21])=[O:18])[C:9]([O:11][C:12]([CH3:13])([CH3:14])[CH3:15])=[O:10])=[O:7])([CH3:4])([CH3:2])[CH3:3]. The yield is 0.820. (3) The reactants are [C@@H:1]1([N:10]2[CH:17]=[CH:16][C:14]([NH2:15])=[N:13][C:11]2=[O:12])[O:9][C@H:6]([CH2:7][OH:8])[C@@H:4]([OH:5])[C@H:2]1[OH:3].II.[I:20](O)(=O)=O. The catalyst is C(O)(=O)C.C(Cl)(Cl)(Cl)Cl.O. The product is [I:20][C:16]1[C:14]([NH2:15])=[N:13][C:11](=[O:12])[N:10]([CH:17]=1)[C@@H:1]1[O:9][C@H:6]([CH2:7][OH:8])[C@@H:4]([OH:5])[C@H:2]1[OH:3]. The yield is 0.851. (4) The reactants are C([C@H]1COC(C)(C)N1C(=O)CC1C=CN(C2C=CC(C3C=CC=CC=3)=CC=2)C=1)C1C=CC=CC=1.C(O[CH:39]([C:56]1[O:60][C:59]([C:61]2[CH:66]=[CH:65][C:64]([C:67]3[CH:72]=[CH:71][CH:70]=[CH:69][CH:68]=3)=[CH:63][CH:62]=2)=[CH:58][CH:57]=1)[C:40]([N:42]1[C@@H:46]([CH2:47][C:48]2[CH:53]=[CH:52][CH:51]=[CH:50][CH:49]=2)[CH2:45][O:44][C:43]1([CH3:55])[CH3:54])=[O:41])(=O)C. No catalyst specified. The product is [CH2:47]([C@H:46]1[CH2:45][O:44][C:43]([CH3:55])([CH3:54])[N:42]1[C:40](=[O:41])[CH2:39][C:56]1[O:60][C:59]([C:61]2[CH:62]=[CH:63][C:64]([C:67]3[CH:68]=[CH:69][CH:70]=[CH:71][CH:72]=3)=[CH:65][CH:66]=2)=[CH:58][CH:57]=1)[C:48]1[CH:53]=[CH:52][CH:51]=[CH:50][CH:49]=1. The yield is 0.420. (5) The reactants are C1(P(C2CCCCC2)C2C=CC=CC=2C2C=CC=CC=2N(C)C)CCCCC1.CC(C)([O-])C.[Na+].[F:35][C:36]([F:72])([F:71])[C:37]1[CH:38]=[C:39]([CH:64]=[C:65]([C:67]([F:70])([F:69])[F:68])[CH:66]=1)[CH2:40][N:41]([C:58]1[N:59]=[N:60][N:61]([CH3:63])[N:62]=1)[C@H:42]1[CH2:48][CH2:47][CH2:46][NH:45][C:44]2[CH:49]=[C:50]([C:54]([F:57])([F:56])[F:55])[C:51]([CH3:53])=[CH:52][C:43]1=2.[CH3:73][O:74][C:75](=[O:83])[C:76]1[CH:81]=[CH:80][C:79](I)=[CH:78][CH:77]=1. The catalyst is C1(C)C=CC=CC=1.ClCCl.C1C=CC(/C=C/C(/C=C/C2C=CC=CC=2)=O)=CC=1.C1C=CC(/C=C/C(/C=C/C2C=CC=CC=2)=O)=CC=1.C1C=CC(/C=C/C(/C=C/C2C=CC=CC=2)=O)=CC=1.[Pd].[Pd]. The product is [CH3:73][O:74][C:75](=[O:83])[C:76]1[CH:81]=[CH:80][C:79]([N:45]2[CH2:46][CH2:47][CH2:48][C@H:42]([N:41]([CH2:40][C:39]3[CH:64]=[C:65]([C:67]([F:70])([F:68])[F:69])[CH:66]=[C:37]([C:36]([F:71])([F:35])[F:72])[CH:38]=3)[C:58]3[N:59]=[N:60][N:61]([CH3:63])[N:62]=3)[C:43]3[CH:52]=[C:51]([CH3:53])[C:50]([C:54]([F:55])([F:56])[F:57])=[CH:49][C:44]2=3)=[CH:78][CH:77]=1. The yield is 0.400. (6) The yield is 0.700. The catalyst is CCN(C1C=CC=CC=1)CC.O. The reactants are [O:1]1[C:5]2([CH2:10][CH2:9][CH:8]([NH:11][C:12]3[NH:16][N:15]=[CH:14][CH:13]=3)[CH2:7][CH2:6]2)[O:4][CH2:3][CH2:2]1.N12CCCN=C1CCCCC2.[C:28]([C:30]1[CH:35]=[CH:34][CH:33]=[CH:32][C:31]=1[C:36]1[CH:41]=[CH:40][C:39]([CH2:42][CH:43]([C:49](=O)[CH2:50][CH2:51][CH3:52])[C:44](OCC)=[O:45])=[CH:38][C:37]=1[O:54][CH3:55])#[N:29].C(OCC)(=O)C. The product is [O:4]1[C:5]2([CH2:6][CH2:7][CH:8]([N:11]3[C:44](=[O:45])[C:43]([CH2:42][C:39]4[CH:40]=[CH:41][C:36]([C:31]5[C:30]([C:28]#[N:29])=[CH:35][CH:34]=[CH:33][CH:32]=5)=[C:37]([O:54][CH3:55])[CH:38]=4)=[C:49]([CH2:50][CH2:51][CH3:52])[N:16]4[N:15]=[CH:14][CH:13]=[C:12]34)[CH2:9][CH2:10]2)[O:1][CH2:2][CH2:3]1. (7) The reactants are Br.Br[CH2:3][C:4]([C:6]1[CH:11]=[CH:10][N:9]=[CH:8][CH:7]=1)=O.[CH2:12]([O:14][C:15]1[CH:16]=[C:17]([CH:21]=[CH:22][C:23]=1[O:24][CH2:25][CH3:26])[C:18]([NH2:20])=[O:19])[CH3:13].C([O-])(O)=O.[Na+]. The catalyst is CN(C=O)C. The product is [CH2:12]([O:14][C:15]1[CH:16]=[C:17]([C:18]2[O:19][CH:3]=[C:4]([C:6]3[CH:11]=[CH:10][N:9]=[CH:8][CH:7]=3)[N:20]=2)[CH:21]=[CH:22][C:23]=1[O:24][CH2:25][CH3:26])[CH3:13]. The yield is 0.0270. (8) The reactants are Cl[C:2]1[N:7]=[CH:6][N:5]=[C:4]([C:8]([NH:10][C:11]2[CH:12]=[C:13]3[C:17](=[CH:18][CH:19]=2)[NH:16][N:15]=[CH:14]3)=[O:9])[CH:3]=1.[CH:20]1([NH:25][CH2:26][CH:27]([CH3:29])[CH3:28])[CH2:24][CH2:23][CH2:22][CH2:21]1. No catalyst specified. The product is [CH:20]1([N:25]([CH2:26][CH:27]([CH3:29])[CH3:28])[C:2]2[N:7]=[CH:6][N:5]=[C:4]([C:8]([NH:10][C:11]3[CH:12]=[C:13]4[C:17](=[CH:18][CH:19]=3)[NH:16][N:15]=[CH:14]4)=[O:9])[CH:3]=2)[CH2:24][CH2:23][CH2:22][CH2:21]1. The yield is 0.780. (9) The reactants are [OH:1][C:2]1[CH:9]=[CH:8][C:5]([CH2:6][OH:7])=[CH:4][CH:3]=1.C(=O)([O-])[O-].[K+].[K+].Cl[CH2:17][C:18](=[O:20])[CH3:19]. The catalyst is CC(C)=O. The product is [OH:7][CH2:6][C:5]1[CH:8]=[CH:9][C:2]([O:1][CH2:17][C:18](=[O:20])[CH3:19])=[CH:3][CH:4]=1. The yield is 0.980. (10) The reactants are [Cl:1][C:2]1[CH:3]=[C:4]([NH:9][C:10]([C:12]2[C:16]([CH2:17][CH2:18][CH2:19][N:20]3[CH2:25][CH2:24][O:23][CH2:22][CH2:21]3)=[N:15][O:14][N:13]=2)=O)[CH:5]=[CH:6][C:7]=1[F:8].P(Cl)(Cl)(Cl)(Cl)Cl.[NH2:32][OH:33]. The catalyst is C1C=CC=CC=1.CCO.CO. The product is [Cl:1][C:2]1[CH:3]=[C:4]([NH:9][C:10]([C:12]2[C:16]([CH2:17][CH2:18][CH2:19][N:20]3[CH2:25][CH2:24][O:23][CH2:22][CH2:21]3)=[N:15][O:14][N:13]=2)=[N:32][OH:33])[CH:5]=[CH:6][C:7]=1[F:8]. The yield is 0.500.